This data is from NCI-60 drug combinations with 297,098 pairs across 59 cell lines. The task is: Regression. Given two drug SMILES strings and cell line genomic features, predict the synergy score measuring deviation from expected non-interaction effect. Drug 1: CC1=C(C(=CC=C1)Cl)NC(=O)C2=CN=C(S2)NC3=CC(=NC(=N3)C)N4CCN(CC4)CCO. Drug 2: C1CN1C2=NC(=NC(=N2)N3CC3)N4CC4. Cell line: HS 578T. Synergy scores: CSS=38.0, Synergy_ZIP=-4.81, Synergy_Bliss=1.01, Synergy_Loewe=-10.0, Synergy_HSA=5.09.